Dataset: Catalyst prediction with 721,799 reactions and 888 catalyst types from USPTO. Task: Predict which catalyst facilitates the given reaction. (1) The catalyst class is: 9. Reactant: [CH3:1][N:2]1[CH:6]=[C:5]([C:7]2[CH:8]=[CH:9][C:10]3[N:11]([C:13]([SH:16])=[N:14][N:15]=3)[CH:12]=2)[CH:4]=[N:3]1.Br[C:18]1[CH:19]=[C:20]2[C:25](=[CH:26][CH:27]=1)[N:24]=[CH:23][CH:22]=[C:21]2[O:28][CH2:29][CH2:30][OH:31].C1(P(C2C=CC=CC=2)C2C3OC4C(=CC=CC=4P(C4C=CC=CC=4)C4C=CC=CC=4)C(C)(C)C=3C=CC=2)C=CC=CC=1.C(N(CC)C(C)C)(C)C. Product: [CH3:1][N:2]1[CH:6]=[C:5]([C:7]2[CH:8]=[CH:9][C:10]3[N:11]([C:13]([S:16][C:18]4[CH:19]=[C:20]5[C:25](=[CH:26][CH:27]=4)[N:24]=[CH:23][CH:22]=[C:21]5[O:28][CH2:29][CH2:30][OH:31])=[N:14][N:15]=3)[CH:12]=2)[CH:4]=[N:3]1. (2) Reactant: [NH:1]1[CH:5]=[CH:4][C:3]([CH2:6][N:7]2[C:15]3[C:10](=[C:11]([NH:16][C:17]([C:19]4[N:23]5[CH:24]=[CH:25][CH:26]=[CH:27][C:22]5=[N:21][CH:20]=4)=[O:18])[CH:12]=[CH:13][CH:14]=3)[C:9]([CH2:28][CH3:29])=[N:8]2)=[N:2]1.Br[CH2:31][CH:32]1[CH2:36][O:35][C:34]([CH3:38])([CH3:37])[O:33]1.O.[OH-].[Cs+]. Product: [CH3:37][C:34]1([CH3:38])[O:33][CH:32]([CH2:31][N:2]2[C:3]([CH2:6][N:7]3[C:15]4[C:10](=[C:11]([NH:16][C:17]([C:19]5[N:23]6[CH:24]=[CH:25][CH:26]=[CH:27][C:22]6=[N:21][CH:20]=5)=[O:18])[CH:12]=[CH:13][CH:14]=4)[C:9]([CH2:28][CH3:29])=[N:8]3)=[CH:4][CH:5]=[N:1]2)[CH2:36][O:35]1. The catalyst class is: 9. (3) Reactant: C(N(CC)CC)C.[F:8][C:9]1[CH:10]=[C:11]2[C:15](=[CH:16][CH:17]=1)[N:14](C(OC(C)(C)C)=O)[CH:13]=[C:12]2[CH:25]=[O:26].[CH3:27][O:28][C:29]1[CH:30]=[C:31]([CH:40]=[CH:41][CH:42]=1)[N:32]=[CH:33][C:34]1[CH:35]=[N:36][CH:37]=[CH:38][CH:39]=1. Product: [F:8][C:9]1[CH:10]=[C:11]2[C:15](=[CH:16][CH:17]=1)[NH:14][CH:13]=[C:12]2[C:25](=[O:26])[CH:33]([NH:32][C:31]1[CH:40]=[CH:41][CH:42]=[C:29]([O:28][CH3:27])[CH:30]=1)[C:34]1[CH:35]=[N:36][CH:37]=[CH:38][CH:39]=1. The catalyst class is: 433. (4) Reactant: [C:1]([NH:9][C@@H:10]([CH2:15][C:16]([O:18][CH3:19])=[O:17])[C:11]([O:13][CH3:14])=[O:12])(=[O:8])[C:2]1[CH:7]=[CH:6][CH:5]=[CH:4][CH:3]=1.C[Si]([N-][Si](C)(C)C)(C)C.[Li+].II.[NH4+].[Cl-].[O-]S([O-])(=S)=O.[Na+].[Na+]. Product: [C:2]1([C:1]2[O:8][C@H:15]([C:16]([O:18][CH3:19])=[O:17])[C@@H:10]([C:11]([O:13][CH3:14])=[O:12])[N:9]=2)[CH:3]=[CH:4][CH:5]=[CH:6][CH:7]=1. The catalyst class is: 54. (5) Reactant: [C:1]([O:5][NH:6][C:7]([C@:9]1([CH3:38])[C@H:14]([NH:15][S:16]([C:19]2[CH:24]=[CH:23][C:22]([O:25][CH2:26][C:27]3[C:36]4[C:31](=[CH:32][CH:33]=[CH:34][CH:35]=4)[N:30]=[C:29]([CH3:37])[CH:28]=3)=[CH:21][CH:20]=2)(=[O:18])=[O:17])[CH2:13][CH2:12][NH:11][CH2:10]1)=[O:8])([CH3:4])([CH3:3])[CH3:2].C(=O)(O)[O-].[Na+].[CH:44]([S:47](Cl)(=[O:49])=[O:48])([CH3:46])[CH3:45]. Product: [C:1]([O:5][NH:6][C:7]([C@:9]1([CH3:38])[C@H:14]([NH:15][S:16]([C:19]2[CH:20]=[CH:21][C:22]([O:25][CH2:26][C:27]3[C:36]4[C:31](=[CH:32][CH:33]=[CH:34][CH:35]=4)[N:30]=[C:29]([CH3:37])[CH:28]=3)=[CH:23][CH:24]=2)(=[O:18])=[O:17])[CH2:13][CH2:12][N:11]([S:47]([CH:44]([CH3:46])[CH3:45])(=[O:49])=[O:48])[CH2:10]1)=[O:8])([CH3:4])([CH3:3])[CH3:2]. The catalyst class is: 124.